From a dataset of Catalyst prediction with 721,799 reactions and 888 catalyst types from USPTO. Predict which catalyst facilitates the given reaction. (1) Reactant: [NH:1]1[CH:5]=[N:4][CH:3]=[N:2]1.[H-].[Na+].[F:8][C:9]1[CH:14]=[CH:13][C:12]([F:15])=[CH:11][C:10]=1[C@@:16]1([C@@H:19]([OH:21])[CH3:20])[CH2:18][O:17]1.C(O)(=O)C(O)=O. Product: [F:8][C:9]1[CH:14]=[CH:13][C:12]([F:15])=[CH:11][C:10]=1[C@:16]([OH:17])([C@H:19]([OH:21])[CH3:20])[CH2:18][N:1]1[CH:5]=[N:4][CH:3]=[N:2]1. The catalyst class is: 16. (2) Reactant: [I:1][C:2]1[N:3]=[C:4]([C:12]2[C:17]([CH3:18])=[CH:16][N:15]=[C:14]([NH:19][C:20](=[O:22])[CH3:21])[CH:13]=2)[O:5][C:6]=1[C:7]1[N:11]=[CH:10][NH:9][N:8]=1.CCN(C(C)C)C(C)C.[CH3:32][Si:33]([CH2:36][CH2:37][O:38][CH2:39]Cl)([CH3:35])[CH3:34]. Product: [I:1][C:2]1[N:3]=[C:4]([C:12]2[C:17]([CH3:18])=[CH:16][N:15]=[C:14]([NH:19][C:20](=[O:22])[CH3:21])[CH:13]=2)[O:5][C:6]=1[C:7]1[N:11]=[CH:10][N:9]([CH2:39][O:38][CH2:37][CH2:36][Si:33]([CH3:35])([CH3:34])[CH3:32])[N:8]=1. The catalyst class is: 3. (3) Reactant: [Cl:1][C:2]1[CH:7]=[CH:6][CH:5]=[C:4]([CH3:8])[C:3]=1[C:9]1[NH:13][C:12](=[O:14])[N:11]([C:15]2[CH:24]=[CH:23][C:18]([C:19]([O:21]C)=O)=[C:17]([O:25][CH3:26])[CH:16]=2)[N:10]=1.[Cl:27][C:28]1[CH:37]=[CH:36][C:31]([C:32](=[N:34]O)[NH2:33])=[CH:30][CH:29]=1.[H-].[Na+]. Product: [Cl:1][C:2]1[CH:7]=[CH:6][CH:5]=[C:4]([CH3:8])[C:3]=1[C:9]1[NH:13][C:12](=[O:14])[N:11]([C:15]2[CH:24]=[CH:23][C:18]([C:19]3[O:21][N:34]=[C:32]([C:31]4[CH:36]=[CH:37][C:28]([Cl:27])=[CH:29][CH:30]=4)[N:33]=3)=[C:17]([O:25][CH3:26])[CH:16]=2)[N:10]=1. The catalyst class is: 1.